Dataset: CYP1A2 inhibition data for predicting drug metabolism from PubChem BioAssay. Task: Regression/Classification. Given a drug SMILES string, predict its absorption, distribution, metabolism, or excretion properties. Task type varies by dataset: regression for continuous measurements (e.g., permeability, clearance, half-life) or binary classification for categorical outcomes (e.g., BBB penetration, CYP inhibition). Dataset: cyp1a2_veith. The drug is COCC(=O)N1CCC[C@@]2(CCN(Cc3cc(C(F)(F)F)cc(C(F)(F)F)c3)C2)C1. The result is 0 (non-inhibitor).